Dataset: Forward reaction prediction with 1.9M reactions from USPTO patents (1976-2016). Task: Predict the product of the given reaction. (1) Given the reactants [Cl:1][C:2]1[CH:3]=[C:4]([C:8]2[CH:9]=[C:10]3[C:15](=[O:16])[NH:14][CH2:13][CH:12]([CH2:17][C:18]([O:20]CC)=[O:19])[N:11]3[CH:23]=2)[CH:5]=[CH:6][CH:7]=1.[OH-].[Li+], predict the reaction product. The product is: [Cl:1][C:2]1[CH:3]=[C:4]([C:8]2[CH:9]=[C:10]3[C:15](=[O:16])[NH:14][CH2:13][CH:12]([CH2:17][C:18]([OH:20])=[O:19])[N:11]3[CH:23]=2)[CH:5]=[CH:6][CH:7]=1. (2) Given the reactants [NH2:1][C:2]1[C:7]([N+:8]([O-])=O)=[C:6]([N:11]2[CH2:16][CH2:15][N:14]([CH2:17][C:18]([NH:20][C:21]3[S:22][CH:23]=[CH:24][N:25]=3)=[O:19])[CH2:13][CH2:12]2)[C:5]([Cl:26])=[CH:4][N:3]=1.[N:27]1([CH2:33][CH2:34][O:35][C:36]2[CH:37]=[C:38]([CH:41]=[CH:42][CH:43]=2)[CH:39]=O)[CH2:32][CH2:31][O:30][CH2:29][CH2:28]1.[O-]S(S([O-])=O)=O.[Na+].[Na+], predict the reaction product. The product is: [Cl:26][C:5]1[C:6]([N:11]2[CH2:16][CH2:15][N:14]([CH2:17][C:18]([NH:20][C:21]3[S:22][CH:23]=[CH:24][N:25]=3)=[O:19])[CH2:13][CH2:12]2)=[C:7]2[N:8]=[C:39]([C:38]3[CH:41]=[CH:42][CH:43]=[C:36]([O:35][CH2:34][CH2:33][N:27]4[CH2:32][CH2:31][O:30][CH2:29][CH2:28]4)[CH:37]=3)[NH:1][C:2]2=[N:3][CH:4]=1. (3) Given the reactants [C:1]([C:3]1[CH:8]=[CH:7][C:6]([C:9]2[CH:10]=[N:11][N:12]([C:15]3[CH:23]=[CH:22][C:18]([C:19](O)=[O:20])=[CH:17][N:16]=3)[C:13]=2[OH:14])=[C:5]([CH3:24])[CH:4]=1)#[N:2].[N:25]1([CH2:30][CH2:31][CH2:32][NH2:33])[CH:29]=[CH:28][N:27]=[CH:26]1, predict the reaction product. The product is: [N:25]1([CH2:30][CH2:31][CH2:32][NH:33][C:19](=[O:20])[C:18]2[CH:22]=[CH:23][C:15]([N:12]3[C:13]([OH:14])=[C:9]([C:6]4[CH:7]=[CH:8][C:3]([C:1]#[N:2])=[CH:4][C:5]=4[CH3:24])[CH:10]=[N:11]3)=[N:16][CH:17]=2)[CH:29]=[CH:28][N:27]=[CH:26]1.